Regression. Given two drug SMILES strings and cell line genomic features, predict the synergy score measuring deviation from expected non-interaction effect. From a dataset of NCI-60 drug combinations with 297,098 pairs across 59 cell lines. Drug 1: C1=CC(=CC=C1CC(C(=O)O)N)N(CCCl)CCCl.Cl. Drug 2: CC12CCC3C(C1CCC2O)C(CC4=C3C=CC(=C4)O)CCCCCCCCCS(=O)CCCC(C(F)(F)F)(F)F. Cell line: K-562. Synergy scores: CSS=6.76, Synergy_ZIP=-1.91, Synergy_Bliss=-4.75, Synergy_Loewe=-10.4, Synergy_HSA=-8.84.